From a dataset of Full USPTO retrosynthesis dataset with 1.9M reactions from patents (1976-2016). Predict the reactants needed to synthesize the given product. (1) Given the product [NH:8]1[C:16]2[C:11](=[CH:12][CH:13]=[CH:14][CH:15]=2)[CH:10]=[C:9]1[C:26]1[C:34]2[C:29](=[CH:30][CH:31]=[C:32]([NH:35][S:43]([C:46]3[CH:51]=[CH:50][CH:49]=[CH:48][C:47]=3[O:52][C:53]([F:54])([F:55])[F:56])(=[O:45])=[O:44])[CH:33]=2)[NH:28][N:27]=1, predict the reactants needed to synthesize it. The reactants are: C(OC([N:8]1[C:16]2[C:11](=[CH:12][CH:13]=[CH:14][CH:15]=2)[CH:10]=[C:9]1B(O)O)=O)(C)(C)C.C(=O)([O-])O.[Na+].I[C:26]1(C(OC(C)(C)C)=O)[C:34]2[C:29](=[CH:30][CH:31]=[C:32]([N:35]([S:43]([C:46]3[CH:51]=[CH:50][CH:49]=[CH:48][C:47]=3[O:52][C:53]([F:56])([F:55])[F:54])(=[O:45])=[O:44])C(OC(C)(C)C)=O)[CH:33]=2)[N:28]=[N:27]1. (2) Given the product [CH3:1][O:2][C:3](=[O:16])[C:4]1[CH:9]=[CH:8][C:7]([CH2:17][CH:18]([CH3:20])[CH3:19])=[C:6]([O:11][C:12]([F:15])([F:14])[F:13])[CH:5]=1, predict the reactants needed to synthesize it. The reactants are: [CH3:1][O:2][C:3](=[O:16])[C:4]1[CH:9]=[CH:8][C:7](Br)=[C:6]([O:11][C:12]([F:15])([F:14])[F:13])[CH:5]=1.[CH2:17](B(O)O)[CH:18]([CH3:20])[CH3:19].C(=O)([O-])[O-].[Cs+].[Cs+].C(=O)(O)[O-].[Na+].